From a dataset of Full USPTO retrosynthesis dataset with 1.9M reactions from patents (1976-2016). Predict the reactants needed to synthesize the given product. (1) Given the product [C:1]([O:5][C:6](=[O:26])[NH:7][CH:8]([C:18]1[CH:23]=[CH:22][C:21]([Cl:24])=[C:20]([Cl:25])[CH:19]=1)[C:9]([C:11]1[CH:16]=[CH:15][C:14]([C:35]2[CH:34]=[CH:33][CH:32]=[C:31]([O:30][CH:27]([CH3:29])[CH3:28])[CH:36]=2)=[CH:13][CH:12]=1)=[O:10])([CH3:4])([CH3:3])[CH3:2], predict the reactants needed to synthesize it. The reactants are: [C:1]([O:5][C:6](=[O:26])[NH:7][CH:8]([C:18]1[CH:23]=[CH:22][C:21]([Cl:24])=[C:20]([Cl:25])[CH:19]=1)[C:9]([C:11]1[CH:16]=[CH:15][C:14](I)=[CH:13][CH:12]=1)=[O:10])([CH3:4])([CH3:3])[CH3:2].[CH:27]([O:30][C:31]1[CH:32]=[C:33](B(O)O)[CH:34]=[CH:35][CH:36]=1)([CH3:29])[CH3:28]. (2) Given the product [Cl:17][C:14]1[CH:15]=[CH:16][C:11]([CH2:10][CH2:9][O:8][C:5]2[N:6]=[N:7][C:2]([C:33]3[CH:34]=[C:35]([Cl:36])[C:30]([OH:29])=[C:31]([Cl:46])[CH:32]=3)=[CH:3][C:4]=2[C:18]([O:20][CH3:21])=[O:19])=[CH:12][CH:13]=1, predict the reactants needed to synthesize it. The reactants are: Cl[C:2]1[N:7]=[N:6][C:5]([O:8][CH2:9][CH2:10][C:11]2[CH:16]=[CH:15][C:14]([Cl:17])=[CH:13][CH:12]=2)=[C:4]([C:18]([O:20][CH3:21])=[O:19])[CH:3]=1.C([Si]([O:29][C:30]1[C:35]([Cl:36])=[CH:34][C:33](B2OC(C)(C)C(C)(C)O2)=[CH:32][C:31]=1[Cl:46])(C)C)(C)(C)C.[F-].[Cs+].CC(O)=O. (3) Given the product [CH:33]1([C:31]2[N:27]=[C:26]([CH:11]3[CH2:12][CH:13]([C:15]4[CH:16]=[CH:17][C:18]([O:21][C:22]([F:23])([F:24])[F:25])=[CH:19][CH:20]=4)[CH2:14][N:9]([C:7]([N:1]4[CH2:6][CH2:5][O:4][CH2:3][CH2:2]4)=[O:8])[CH2:10]3)[S:28][CH:30]=2)[CH2:35][CH2:34]1, predict the reactants needed to synthesize it. The reactants are: [N:1]1([C:7]([N:9]2[CH2:14][CH:13]([C:15]3[CH:20]=[CH:19][C:18]([O:21][C:22]([F:25])([F:24])[F:23])=[CH:17][CH:16]=3)[CH2:12][CH:11]([C:26](=[S:28])[NH2:27])[CH2:10]2)=[O:8])[CH2:6][CH2:5][O:4][CH2:3][CH2:2]1.Br[CH2:30][C:31]([CH:33]1[CH2:35][CH2:34]1)=O. (4) Given the product [F:1][C:2]([F:20])([F:19])[C:3]1[CH:18]=[CH:17][C:6]([CH2:7][O:8][C:9]2[CH:14]=[CH:13][CH:12]=[CH:11][C:10]=2[CH2:15][O:34][C:31]2[CH:32]=[CH:33][C:26]3[C:25]([CH2:24][C:23]([OH:35])=[O:22])=[CH:29][S:28][C:27]=3[CH:30]=2)=[CH:5][CH:4]=1, predict the reactants needed to synthesize it. The reactants are: [F:1][C:2]([F:20])([F:19])[C:3]1[CH:18]=[CH:17][C:6]([CH2:7][O:8][C:9]2[CH:14]=[CH:13][CH:12]=[CH:11][C:10]=2[CH2:15]Cl)=[CH:5][CH:4]=1.C[O:22][C:23](=[O:35])[CH2:24][C:25]1[C:26]2[CH:33]=[CH:32][C:31]([OH:34])=[CH:30][C:27]=2[S:28][CH:29]=1.COC(=O)CC1C2C=CC(OCC3C=CC(OCC4C=CC(C(F)(F)F)=CC=4)=CC=3)=CC=2SC=1.